This data is from Peptide-MHC class I binding affinity with 185,985 pairs from IEDB/IMGT. The task is: Regression. Given a peptide amino acid sequence and an MHC pseudo amino acid sequence, predict their binding affinity value. This is MHC class I binding data. (1) The peptide sequence is ELFYILIAK. The MHC is HLA-A11:01 with pseudo-sequence HLA-A11:01. The binding affinity (normalized) is 0.339. (2) The peptide sequence is SAWESFWRI. The MHC is HLA-E01:01 with pseudo-sequence HLA-E01:03. The binding affinity (normalized) is 0.0847. (3) The peptide sequence is DEEAINLFH. The MHC is HLA-B46:01 with pseudo-sequence HLA-B46:01. The binding affinity (normalized) is 0.0847. (4) The peptide sequence is LFKTTVNSL. The MHC is HLA-A32:01 with pseudo-sequence HLA-A32:01. The binding affinity (normalized) is 0.261. (5) The peptide sequence is YLDFGGPEG. The MHC is HLA-A02:01 with pseudo-sequence HLA-A02:01. The binding affinity (normalized) is 0.324. (6) The peptide sequence is SWFITQRNFF. The MHC is HLA-A26:01 with pseudo-sequence HLA-A26:01. The binding affinity (normalized) is 0.128. (7) The peptide sequence is SFQQPQQQY. The MHC is HLA-A29:02 with pseudo-sequence HLA-A29:02. The binding affinity (normalized) is 0.590.